This data is from Forward reaction prediction with 1.9M reactions from USPTO patents (1976-2016). The task is: Predict the product of the given reaction. (1) Given the reactants [OH:1][C:2]1[CH:11]=[C:10]([O:12][C:13]([C:26]2[CH:31]=[CH:30][CH:29]=[CH:28][CH:27]=2)([C:20]2[CH:25]=[CH:24][CH:23]=[CH:22][CH:21]=2)[C:14]2[CH:19]=[CH:18][CH:17]=[CH:16][CH:15]=2)[CH:9]=[CH:8][C:3]=1[C:4](OC)=[O:5].[CH:32]1([NH2:35])[CH2:34][CH2:33]1, predict the reaction product. The product is: [CH:32]1([NH:35][C:4](=[O:5])[C:3]2[CH:8]=[CH:9][C:10]([O:12][C:13]([C:14]3[CH:15]=[CH:16][CH:17]=[CH:18][CH:19]=3)([C:20]3[CH:25]=[CH:24][CH:23]=[CH:22][CH:21]=3)[C:26]3[CH:31]=[CH:30][CH:29]=[CH:28][CH:27]=3)=[CH:11][C:2]=2[OH:1])[CH2:34][CH2:33]1. (2) The product is: [CH3:32][C:31]1[C:26]([CH2:25][N:14]([CH2:13][C:10]2[CH:11]=[CH:12][C:7]([CH2:6][NH:5][CH2:4][C:3]([OH:36])=[O:2])=[CH:8][C:9]=2[CH2:34][OH:35])[CH:15]2[C:24]3[N:23]=[CH:22][CH:21]=[CH:20][C:19]=3[CH2:18][CH2:17][CH2:16]2)=[N:27][CH:28]=[C:29]([CH3:33])[CH:30]=1. Given the reactants C[O:2][C:3](=[O:36])[CH2:4][NH:5][CH2:6][C:7]1[CH:12]=[CH:11][C:10]([CH2:13][N:14]([CH2:25][C:26]2[C:31]([CH3:32])=[CH:30][C:29]([CH3:33])=[CH:28][N:27]=2)[CH:15]2[C:24]3[N:23]=[CH:22][CH:21]=[CH:20][C:19]=3[CH2:18][CH2:17][CH2:16]2)=[C:9]([CH2:34][OH:35])[CH:8]=1.Cl, predict the reaction product. (3) Given the reactants Cl[C:2]1[C:14]2[C:13]3[CH:12]=[C:11]([F:15])[CH:10]=[CH:9][C:8]=3[NH:7][C:6]=2[C:5]([C:16]#[N:17])=[CH:4][N:3]=1.C1C=CC(P(C2C(C3C(P(C4C=CC=CC=4)C4C=CC=CC=4)=CC=C4C=3C=CC=C4)=C3C(C=CC=C3)=CC=2)C2C=CC=CC=2)=CC=1.CC([O-])(C)C.[Na+].[CH3:70][C@H:71]1[C@H:80]([NH2:81])[CH2:79][CH2:78][C:73]2([O:77][CH2:76][CH2:75][O:74]2)[CH2:72]1, predict the reaction product. The product is: [F:15][C:11]1[CH:10]=[CH:9][C:8]2[NH:7][C:6]3[C:5]([C:16]#[N:17])=[CH:4][N:3]=[C:2]([NH:81][C@@H:80]4[CH2:79][CH2:78][C:73]5([O:74][CH2:75][CH2:76][O:77]5)[CH2:72][C@H:71]4[CH3:70])[C:14]=3[C:13]=2[CH:12]=1. (4) Given the reactants Cl[C:2]1[N:11]=[CH:10][C:9]2[C:4](=[CH:5][CH:6]=[C:7]([C:12]3[C:17]([Cl:18])=[C:16]([O:19][CH3:20])[CH:15]=[C:14]([O:21][CH3:22])[C:13]=3[Cl:23])[CH:8]=2)[N:3]=1.[NH2:24][C@@H:25]1[CH2:29][O:28][CH2:27][C@@H:26]1[NH:30][C:31](=[O:37])[O:32][C:33]([CH3:36])([CH3:35])[CH3:34].C(=O)(O)[O-].[Na+], predict the reaction product. The product is: [Cl:18][C:17]1[C:16]([O:19][CH3:20])=[CH:15][C:14]([O:21][CH3:22])=[C:13]([Cl:23])[C:12]=1[C:7]1[CH:8]=[C:9]2[C:4](=[CH:5][CH:6]=1)[N:3]=[C:2]([NH:24][C@@H:25]1[CH2:29][O:28][CH2:27][C@@H:26]1[NH:30][C:31](=[O:37])[O:32][C:33]([CH3:35])([CH3:34])[CH3:36])[N:11]=[CH:10]2. (5) Given the reactants [N:1]([O-])=O.[Na+].S(=O)(=O)(O)O.[Cl:10][C:11]1[CH:17]=[C:16]([Cl:18])[CH:15]=[C:14]([Cl:19])[C:12]=1[NH2:13].[C:20]([CH:22]([CH2:28][C:29]#[N:30])C(OCC)=O)#[N:21], predict the reaction product. The product is: [NH2:30][C:29]1[N:13]([C:12]2[C:11]([Cl:10])=[CH:17][C:16]([Cl:18])=[CH:15][C:14]=2[Cl:19])[N:1]=[C:22]([C:20]#[N:21])[CH:28]=1. (6) Given the reactants [ClH:1].[F:2][C:3]1[CH:4]=[C:5]([C:10]2[C:18]3[C:13](=[CH:14][C:15]([O:19][CH2:20][CH2:21][N:22]4[CH2:27][CH2:26][S:25](=[O:29])(=[O:28])[CH2:24][CH2:23]4)=[CH:16][CH:17]=3)[C:12](=[O:30])[C:11]=2C2C=NC3C(C=2)=CC=CC=3)[CH:6]=[C:7]([F:9])[CH:8]=1.O1CCN(CCOC2C=C3C(C(C4C=CC=CC=4)=C(Br)C3=O)=CC=2)CC1.[F:67][C:68]1[CH:69]=[C:70](B(O)O)[CH:71]=[CH:72][C:73]=1[O:74][CH3:75], predict the reaction product. The product is: [ClH:1].[F:67][C:68]1[CH:69]=[C:70]([C:11]2[C:12](=[O:30])[C:13]3[C:18]([C:10]=2[C:5]2[CH:4]=[C:3]([F:2])[CH:8]=[C:7]([F:9])[CH:6]=2)=[CH:17][CH:16]=[C:15]([O:19][CH2:20][CH2:21][N:22]2[CH2:27][CH2:26][S:25](=[O:29])(=[O:28])[CH2:24][CH2:23]2)[CH:14]=3)[CH:71]=[CH:72][C:73]=1[O:74][CH3:75]. (7) Given the reactants [CH2:1]([O:3][C:4](=[O:15])[C:5]1[CH:10]=[C:9]([N+:11]([O-])=O)[CH:8]=[N:7][C:6]=1[CH3:14])[CH3:2], predict the reaction product. The product is: [CH2:1]([O:3][C:4](=[O:15])[C:5]1[CH:10]=[C:9]([NH2:11])[CH:8]=[N:7][C:6]=1[CH3:14])[CH3:2]. (8) Given the reactants [Cl:1][C:2]1[CH:7]=[CH:6][C:5]([C:8]2[CH:13]=[N:12][N:11]3[C:14](=[O:17])[NH:15][N:16]=[C:10]3[C:9]=2[C:18]2[CH:23]=[CH:22][N:21]=[CH:20][CH:19]=2)=[CH:4][CH:3]=1.C([O-])([O-])=O.[K+].[K+].Cl[CH2:31][C:32]1[CH:33]=[CH:34][C:35]([C:38]([F:41])([F:40])[F:39])=[N:36][CH:37]=1, predict the reaction product. The product is: [Cl:1][C:2]1[CH:7]=[CH:6][C:5]([C:8]2[CH:13]=[N:12][N:11]3[C:14](=[O:17])[N:15]([CH2:31][C:32]4[CH:37]=[N:36][C:35]([C:38]([F:41])([F:39])[F:40])=[CH:34][CH:33]=4)[N:16]=[C:10]3[C:9]=2[C:18]2[CH:23]=[CH:22][N:21]=[CH:20][CH:19]=2)=[CH:4][CH:3]=1.